Dataset: Catalyst prediction with 721,799 reactions and 888 catalyst types from USPTO. Task: Predict which catalyst facilitates the given reaction. (1) Reactant: [NH:1]1[CH:5]=[CH:4][N:3]=[C:2]1[CH2:6][N:7]([CH2:15][C:16]1[CH:34]=[CH:33][C:19]([CH2:20][NH:21][CH2:22][CH2:23][CH2:24][CH2:25][N:26]([CH2:30][CH2:31][CH3:32])[CH2:27][CH2:28][CH3:29])=[CH:18][CH:17]=1)[CH2:8][C:9]1[N:10]([CH3:14])[CH:11]=[CH:12][N:13]=1.[CH:35](O)=[O:36].C(N)=O. Product: [CH2:30]([N:26]([CH2:27][CH2:28][CH3:29])[CH2:25][CH2:24][CH2:23][CH2:22][N:21]([CH2:20][C:19]1[CH:33]=[CH:34][C:16]([CH2:15][N:7]([CH2:6][C:2]2[NH:3][CH:4]=[CH:5][N:1]=2)[CH2:8][C:9]2[N:10]([CH3:14])[CH:11]=[CH:12][N:13]=2)=[CH:17][CH:18]=1)[CH:35]=[O:36])[CH2:31][CH3:32]. The catalyst class is: 8. (2) Reactant: C1(P(C2C=CC=CC=2)C2C=CC=CC=2)C=CC=CC=1.[OH:20][CH2:21][CH:22]1[CH2:25][N:24]([C:26]([O:28][C:29]([CH3:32])([CH3:31])[CH3:30])=[O:27])[CH2:23]1.[CH3:33][C:34]1([CH3:48])[C:38]([CH3:40])([CH3:39])[O:37][B:36]([C:41]2[CH:46]=[CH:45][C:44](O)=[CH:43][CH:42]=2)[O:35]1.N(C(N1CCCCC1)=O)=NC(N1CCCCC1)=O. Product: [C:29]([O:28][C:26]([N:24]1[CH2:25][CH:22]([CH2:21][O:20][C:44]2[CH:45]=[CH:46][C:41]([B:36]3[O:37][C:38]([CH3:40])([CH3:39])[C:34]([CH3:48])([CH3:33])[O:35]3)=[CH:42][CH:43]=2)[CH2:23]1)=[O:27])([CH3:32])([CH3:31])[CH3:30]. The catalyst class is: 1. (3) Reactant: C(O[C:4]([C:6]1[CH:7]=[C:8]2[C:12](=[CH:13][CH:14]=1)[NH:11][N:10]=[C:9]2[C:15]1[CH:24]=[CH:23][C:22]2[C:17](=[CH:18][CH:19]=[C:20]([O:25][CH3:26])[CH:21]=2)[CH:16]=1)=[NH:5])C.C(N(CC)CC)C.[C:34]([NH:38][CH2:39][C:40]([NH:42][NH2:43])=O)([CH3:37])([CH3:36])[CH3:35]. Product: [C:34]([NH:38][CH2:39][C:40]1[NH:42][N:43]=[C:4]([C:6]2[CH:7]=[C:8]3[C:12](=[CH:13][CH:14]=2)[NH:11][N:10]=[C:9]3[C:15]2[CH:24]=[CH:23][C:22]3[C:17](=[CH:18][CH:19]=[C:20]([O:25][CH3:26])[CH:21]=3)[CH:16]=2)[N:5]=1)([CH3:37])([CH3:36])[CH3:35]. The catalyst class is: 5. (4) Reactant: Cl.[N:2]1([C:8]2[CH:13]=[CH:12][C:11]([NH:14][C:15]([C:17]3[N:18]=[C:19]([C:26]4[CH:31]=[CH:30][CH:29]=[CH:28][CH:27]=4)[O:20][C:21]=3[C:22]([F:25])([F:24])[F:23])=[O:16])=[CH:10][CH:9]=2)[CH2:7][CH2:6][NH:5][CH2:4][CH2:3]1.[NH:32]1[C:36]([CH2:37][C:38](O)=[O:39])=[N:35][N:34]=[N:33]1.C(N(CC)CC)C.F[P-](F)(F)(F)(F)F.N1(O[P+](N(C)C)(N(C)C)N(C)C)C2C=CC=CC=2N=N1. Product: [NH:32]1[C:36]([CH2:37][C:38]([N:5]2[CH2:6][CH2:7][N:2]([C:8]3[CH:13]=[CH:12][C:11]([NH:14][C:15]([C:17]4[N:18]=[C:19]([C:26]5[CH:31]=[CH:30][CH:29]=[CH:28][CH:27]=5)[O:20][C:21]=4[C:22]([F:23])([F:25])[F:24])=[O:16])=[CH:10][CH:9]=3)[CH2:3][CH2:4]2)=[O:39])=[N:35][N:34]=[N:33]1. The catalyst class is: 85. (5) Reactant: C([O:8][C:9]1[CH:14]=[CH:13][C:12]([NH:15][C:16]([C:18]2[NH:19][CH:20]=[N:21][CH:22]=2)=[O:17])=[CH:11][CH:10]=1)C1C=CC=CC=1. Product: [OH:8][C:9]1[CH:14]=[CH:13][C:12]([NH:15][C:16]([C:18]2[NH:19][CH:20]=[N:21][CH:22]=2)=[O:17])=[CH:11][CH:10]=1. The catalyst class is: 285. (6) Reactant: Cl.[NH2:2][C:3]1[C:8]([C:9]#N)=[CH:7][N:6]2[CH:11]=[C:12]([C:14]3[CH:19]=[CH:18][CH:17]=[CH:16][CH:15]=3)[N:13]=[C:5]2[CH:4]=1.[OH:20]S(O)(=O)=O.[CH3:25][CH2:26][OH:27]. Product: [CH2:26]([O:27][C:9]([C:8]1[C:3]([NH2:2])=[CH:4][C:5]2[N:6]([CH:11]=[C:12]([C:14]3[CH:19]=[CH:18][CH:17]=[CH:16][CH:15]=3)[N:13]=2)[CH:7]=1)=[O:20])[CH3:25]. The catalyst class is: 6.